Dataset: Catalyst prediction with 721,799 reactions and 888 catalyst types from USPTO. Task: Predict which catalyst facilitates the given reaction. (1) Reactant: [NH2:1][C:2]1[C:10]([C:11]([OH:13])=O)=[CH:9][CH:8]=[CH:7][C:3]=1[C:4]([OH:6])=[O:5].C(O)(=O)C.[CH:18](N)=[NH:19].C(N)=O. Product: [OH:13][C:11]1[C:10]2[C:2](=[C:3]([C:4]([OH:6])=[O:5])[CH:7]=[CH:8][CH:9]=2)[N:1]=[CH:18][N:19]=1. The catalyst class is: 6. (2) Reactant: C[O:2][C:3](=[O:29])[C:4]1[CH:9]=[CH:8][C:7]([CH3:10])=[C:6]([N:11]2[C:16](=[O:17])[C:15]([Cl:18])=[C:14]([O:19][CH2:20][C:21]3[CH:26]=[CH:25][CH:24]=[C:23]([CH3:27])[CH:22]=3)[N:13]=[C:12]2[CH3:28])[CH:5]=1.[OH-].[Na+]. Product: [Cl:18][C:15]1[C:16](=[O:17])[N:11]([C:6]2[CH:5]=[C:4]([CH:9]=[CH:8][C:7]=2[CH3:10])[C:3]([OH:29])=[O:2])[C:12]([CH3:28])=[N:13][C:14]=1[O:19][CH2:20][C:21]1[CH:26]=[CH:25][CH:24]=[C:23]([CH3:27])[CH:22]=1. The catalyst class is: 7. (3) Reactant: C(OC([NH:8][CH2:9][C:10]([NH:12][C:13]1[CH:18]=[CH:17][C:16]([NH:19]/[C:20](=[C:27]2\[C:28](=[O:36])[NH:29][C:30]3[C:35]\2=[CH:34][CH:33]=[CH:32][CH:31]=3)/[C:21]2[CH:26]=[CH:25][CH:24]=[CH:23][CH:22]=2)=[CH:15][CH:14]=1)=[O:11])=O)(C)(C)C.C(OCC)(=O)C.[ClH:43]. Product: [ClH:43].[NH2:8][CH2:9][C:10]([NH:12][C:13]1[CH:14]=[CH:15][C:16]([NH:19]/[C:20](=[C:27]2\[C:28](=[O:36])[NH:29][C:30]3[C:35]\2=[CH:34][CH:33]=[CH:32][CH:31]=3)/[C:21]2[CH:26]=[CH:25][CH:24]=[CH:23][CH:22]=2)=[CH:17][CH:18]=1)=[O:11]. The catalyst class is: 4. (4) Reactant: [CH2:1]([O:3][C:4]1[C:8]([CH2:9][CH2:10][OH:11])=[CH:7][N:6]([C:12]2[CH:17]=[CH:16][C:15]([C:18]([F:21])([F:20])[F:19])=[CH:14][N:13]=2)[N:5]=1)[CH3:2].O[C:23]1[CH:27]=[C:26]([CH2:28][CH2:29][C:30]([O:32]CC)=[O:31])[N:25]([C:35]2[CH:40]=[CH:39][CH:38]=[CH:37][CH:36]=2)[N:24]=1.C(P(CCCC)CCCC)CCC.N(C(N1CCCCC1)=O)=NC(N1CCCCC1)=O. Product: [CH2:1]([O:3][C:4]1[C:8]([CH2:9][CH2:10][O:11][C:23]2[CH:27]=[C:26]([CH2:28][CH2:29][C:30]([OH:32])=[O:31])[N:25]([C:35]3[CH:40]=[CH:39][CH:38]=[CH:37][CH:36]=3)[N:24]=2)=[CH:7][N:6]([C:12]2[CH:17]=[CH:16][C:15]([C:18]([F:20])([F:19])[F:21])=[CH:14][N:13]=2)[N:5]=1)[CH3:2]. The catalyst class is: 7. (5) Reactant: [CH3:1][O:2][C:3](=[O:17])[C:4]1[C:9]([N+:10]([O-:12])=[O:11])=[CH:8][CH:7]=[CH:6][C:5]=1[CH:13]=[CH:14][O:15]C.[Na+].[I-].C[Si](Cl)(C)C. Product: [CH3:1][O:2][C:3](=[O:17])[C:4]1[C:5]([CH2:13][CH:14]=[O:15])=[CH:6][CH:7]=[CH:8][C:9]=1[N+:10]([O-:12])=[O:11]. The catalyst class is: 23. (6) Reactant: [Br:1][C:2]1[CH:3]=[C:4]2[C:8](=[C:9]([C:11]([NH2:13])=[O:12])[CH:10]=1)[NH:7][CH:6]=[C:5]2[CH:14]1[CH2:19][CH2:18][NH:17][CH2:16][CH2:15]1.C(N(CC)CC)C.Cl[CH2:28][CH2:29][S:30](Cl)(=[O:32])=[O:31]. Product: [Br:1][C:2]1[CH:3]=[C:4]2[C:8](=[C:9]([C:11]([NH2:13])=[O:12])[CH:10]=1)[NH:7][CH:6]=[C:5]2[CH:14]1[CH2:19][CH2:18][N:17]([S:30]([CH:29]=[CH2:28])(=[O:32])=[O:31])[CH2:16][CH2:15]1. The catalyst class is: 2. (7) Reactant: [CH:1]1([CH2:4][O:5][C:6]2[CH:11]=[CH:10][CH:9]=[CH:8][C:7]=2[CH2:12]O)[CH2:3][CH2:2]1.P(Br)(Br)[Br:15].C(=O)(O)[O-].[Na+]. Product: [Br:15][CH2:12][C:7]1[CH:8]=[CH:9][CH:10]=[CH:11][C:6]=1[O:5][CH2:4][CH:1]1[CH2:3][CH2:2]1. The catalyst class is: 4.